Dataset: Catalyst prediction with 721,799 reactions and 888 catalyst types from USPTO. Task: Predict which catalyst facilitates the given reaction. (1) Reactant: C[O:2][C:3](=[O:21])[C:4]1[CH:9]=[C:8]([S:10]([CH3:13])(=[O:12])=[O:11])[CH:7]=[CH:6][C:5]=1[O:14][CH2:15][CH2:16][C:17]([F:20])([F:19])[F:18].[OH-].[Na+].Cl. Product: [CH3:13][S:10]([C:8]1[CH:7]=[CH:6][C:5]([O:14][CH2:15][CH2:16][C:17]([F:18])([F:20])[F:19])=[C:4]([CH:9]=1)[C:3]([OH:21])=[O:2])(=[O:12])=[O:11]. The catalyst class is: 8. (2) Reactant: [CH2:1]([O:3][C:4]([C:6]1[CH:20]=[C:19]([C:21]2[CH:26]=[CH:25][CH:24]=[C:23]([CH2:27][N:28]3[CH2:33]COC[CH2:29]3)[CH:22]=2)[C:9]2[N:10]([C:13]3[CH:18]=[CH:17][CH:16]=[CH:15][CH:14]=3)[CH:11]=[N:12][C:8]=2[CH:7]=1)=[O:5])[CH3:2].C(OC(C1C=C(C2C=CC=C(CCl)C=2)C2N(C3C=CC=CC=3)C=NC=2C=1)=O)C.CNC. Product: [CH2:1]([O:3][C:4]([C:6]1[CH:20]=[C:19]([C:21]2[CH:26]=[CH:25][CH:24]=[C:23]([CH2:27][N:28]([CH3:29])[CH3:33])[CH:22]=2)[C:9]2[N:10]([C:13]3[CH:14]=[CH:15][CH:16]=[CH:17][CH:18]=3)[CH:11]=[N:12][C:8]=2[CH:7]=1)=[O:5])[CH3:2]. The catalyst class is: 9. (3) Reactant: [C:1]([O:5][C:6]([N:8]([CH2:10][C:11]1[CH:12]=[C:13]([C:31]2[CH:36]=[CH:35][CH:34]=[CH:33][C:32]=2[F:37])[N:14]([S:16]([C:19]2[CH:30]=[CH:29][C:22]([O:23][CH2:24][C:25]([O:27]C)=O)=[CH:21][CH:20]=2)(=[O:18])=[O:17])[CH:15]=1)[CH3:9])=[O:7])([CH3:4])([CH3:3])[CH3:2].[CH3:38][NH2:39]. Product: [F:37][C:32]1[CH:33]=[CH:34][CH:35]=[CH:36][C:31]=1[C:13]1[N:14]([S:16]([C:19]2[CH:20]=[CH:21][C:22]([O:23][CH2:24][C:25]([NH:39][CH3:38])=[O:27])=[CH:29][CH:30]=2)(=[O:17])=[O:18])[CH:15]=[C:11]([CH2:10][N:8]([CH3:9])[C:6](=[O:7])[O:5][C:1]([CH3:4])([CH3:3])[CH3:2])[CH:12]=1. The catalyst class is: 5. (4) Reactant: [CH2:1]([O:3][C:4]([C:6]1[CH:11]=[CH:10][CH:9]=[C:8]([SH:12])[N:7]=1)=[O:5])[CH3:2].CN(C=O)C.[H-].[Na+].I[CH:21]([CH2:23][CH3:24])[CH3:22]. Product: [CH2:1]([O:3][C:4]([C:6]1[CH:11]=[CH:10][CH:9]=[C:8]([S:12][CH:21]([CH2:23][CH3:24])[CH3:22])[N:7]=1)=[O:5])[CH3:2]. The catalyst class is: 6. (5) Reactant: [CH2:1]([O:11][C:12]1[CH:17]=[CH:16][C:15]([C:18]2[N:23]=[CH:22][C:21]([O:24][CH2:25][CH2:26][CH2:27][CH2:28][CH2:29][CH2:30][Si:31]([CH3:49])([CH3:48])[CH:32](I)[CH2:33][C:34]([F:46])([F:45])[C:35]([F:44])([F:43])[C:36]([F:42])([F:41])[C:37]([F:40])([F:39])[F:38])=[CH:20][N:19]=2)=[CH:14][CH:13]=1)[CH2:2][CH2:3][CH2:4][CH2:5][CH2:6][CH2:7][CH2:8][CH2:9][CH3:10].[H-].[Al+3].[Li+].[H-].[H-].[H-]. Product: [CH2:1]([O:11][C:12]1[CH:13]=[CH:14][C:15]([C:18]2[N:23]=[CH:22][C:21]([O:24][CH2:25][CH2:26][CH2:27][CH2:28][CH2:29][CH2:30][Si:31]([CH3:48])([CH3:49])[CH2:32][CH2:33][C:34]([F:45])([F:46])[C:35]([F:44])([F:43])[C:36]([F:41])([F:42])[C:37]([F:38])([F:39])[F:40])=[CH:20][N:19]=2)=[CH:16][CH:17]=1)[CH2:2][CH2:3][CH2:4][CH2:5][CH2:6][CH2:7][CH2:8][CH2:9][CH3:10]. The catalyst class is: 1. (6) Reactant: [C:1]([C:5]1[S:9][C:8]([C:10]([NH:12][CH:13]([C:18]2[CH:23]=[CH:22][C:21](B3OC(C)(C)C(C)(C)O3)=[CH:20][CH:19]=2)[C:14]([O:16]C)=[O:15])=[O:11])=[CH:7][CH:6]=1)([CH3:4])([CH3:3])[CH3:2].[Br:33][C:34]1[CH:35]=[N:36][C:37](I)=[N:38][CH:39]=1.C([O-])(O)=O.[Na+].CC(O)=O. Product: [Br:33][C:34]1[CH:35]=[N:36][C:37]([C:21]2[CH:20]=[CH:19][C:18]([CH:13]([NH:12][C:10]([C:8]3[S:9][C:5]([C:1]([CH3:3])([CH3:4])[CH3:2])=[CH:6][CH:7]=3)=[O:11])[C:14]([OH:16])=[O:15])=[CH:23][CH:22]=2)=[N:38][CH:39]=1. The catalyst class is: 577. (7) Reactant: [C:1]([O:9][CH:10](/[CH:37]=[CH:38]/[C@@H:39]([C@@H:48]1[O:53][C@H:52]2[CH2:54][CH2:55][C@H:56]([CH2:58][CH:59]([OH:106])[CH:60]([CH:70]3[C@@H:74]([O:75][CH3:76])[C@@H:73]([CH2:77][C@H:78]([O:88][Si:89]([C:92]([CH3:95])([CH3:94])[CH3:93])([CH3:91])[CH3:90])[CH2:79][O:80][Si:81]([C:84]([CH3:87])([CH3:86])[CH3:85])([CH3:83])[CH3:82])[O:72][C@H:71]3[CH2:96][CH2:97][O:98][Si:99]([CH2:104][CH3:105])([CH2:102][CH3:103])[CH2:100][CH3:101])[S:61]([C:64]3[CH:69]=[CH:68][CH:67]=[CH:66][CH:65]=3)(=[O:63])=[O:62])[O:57][C@@H:51]2[C@H:50]([O:107][Si:108]([C:111]([CH3:114])([CH3:113])[CH3:112])([CH3:110])[CH3:109])[C@@H:49]1[O:115][Si:116]([C:119]([CH3:122])([CH3:121])[CH3:120])([CH3:118])[CH3:117])[O:40][Si:41]([C:44]([CH3:47])([CH3:46])[CH3:45])([CH3:43])[CH3:42])[CH2:11][CH2:12][C@@H:13]1[O:21][C@@H:20]2[C@@:15]([CH2:35][I:36])([O:16][C@@H:17]([CH2:22][C@@H:23]([CH3:34])[C:24]([O:26][S:27]([C:30]([F:33])([F:32])[F:31])(=[O:29])=[O:28])=[CH2:25])[CH2:18][CH2:19]2)[CH2:14]1)(=[O:8])[C:2]1[CH:7]=[CH:6][CH:5]=[CH:4][CH:3]=1.C(=O)(O)[O-].[Na+].CC(OI1(OC(C)=O)(OC(C)=O)OC(=O)C2C=CC=CC1=2)=O. Product: [C:1]([O:9][CH:10](/[CH:37]=[CH:38]/[C@@H:39]([C@@H:48]1[O:53][C@H:52]2[CH2:54][CH2:55][C@H:56]([CH2:58][C:59](=[O:106])[CH:60]([C@@H:70]3[C@@H:74]([O:75][CH3:76])[C@@H:73]([CH2:77][C@H:78]([O:88][Si:89]([C:92]([CH3:93])([CH3:95])[CH3:94])([CH3:91])[CH3:90])[CH2:79][O:80][Si:81]([C:84]([CH3:86])([CH3:85])[CH3:87])([CH3:82])[CH3:83])[O:72][C@H:71]3[CH2:96][CH2:97][O:98][Si:99]([CH2:104][CH3:105])([CH2:100][CH3:101])[CH2:102][CH3:103])[S:61]([C:64]3[CH:69]=[CH:68][CH:67]=[CH:66][CH:65]=3)(=[O:63])=[O:62])[O:57][C@@H:51]2[C@H:50]([O:107][Si:108]([C:111]([CH3:114])([CH3:113])[CH3:112])([CH3:110])[CH3:109])[C@@H:49]1[O:115][Si:116]([C:119]([CH3:120])([CH3:121])[CH3:122])([CH3:117])[CH3:118])[O:40][Si:41]([C:44]([CH3:47])([CH3:46])[CH3:45])([CH3:43])[CH3:42])[CH2:11][CH2:12][C@@H:13]1[O:21][C@@H:20]2[C@@:15]([CH2:35][I:36])([O:16][C@@H:17]([CH2:22][C@@H:23]([CH3:34])[C:24]([O:26][S:27]([C:30]([F:32])([F:31])[F:33])(=[O:28])=[O:29])=[CH2:25])[CH2:18][CH2:19]2)[CH2:14]1)(=[O:8])[C:2]1[CH:3]=[CH:4][CH:5]=[CH:6][CH:7]=1. The catalyst class is: 2. (8) Reactant: [Cl:1][CH2:2][CH2:3][CH2:4][O:5][C:6]1[C:7]([N+:26]([O-])=O)=[C:8]([CH2:12][S:13]([C:16]2[C:25]3[C:20](=[CH:21][CH:22]=[CH:23][CH:24]=3)[CH:19]=[CH:18][CH:17]=2)(=[O:15])=[O:14])[CH:9]=[CH:10][CH:11]=1.C(O)=O. Product: [Cl:1][CH2:2][CH2:3][CH2:4][O:5][C:6]1[CH:11]=[CH:10][CH:9]=[C:8]([CH2:12][S:13]([C:16]2[C:25]3[C:20](=[CH:21][CH:22]=[CH:23][CH:24]=3)[CH:19]=[CH:18][CH:17]=2)(=[O:15])=[O:14])[C:7]=1[NH2:26]. The catalyst class is: 358. (9) Reactant: [C:1]1([C:7](=[N:9][C:10]2[CH:15]=[CH:14][CH:13]=[CH:12][CH:11]=2)[CH3:8])[CH:6]=[CH:5][CH:4]=[CH:3][CH:2]=1. Product: [C:1]1([CH:7]([NH:9][C:10]2[CH:15]=[CH:14][CH:13]=[CH:12][CH:11]=2)[CH3:8])[CH:2]=[CH:3][CH:4]=[CH:5][CH:6]=1. The catalyst class is: 2. (10) Reactant: [CH3:1][CH2:2][CH:3]([OH:6])[C:4]#[N:5].[NH2:7]O.[Cl:9][C:10]1[CH:11]=[C:12]([CH:16]=[CH:17][CH:18]=1)[C:13](Cl)=[O:14].C([O-])(O)=O.[Na+]. Product: [Cl:9][C:10]1[CH:11]=[C:12]([C:13]2[O:14][N:7]=[C:4]([CH:3]([OH:6])[CH2:2][CH3:1])[N:5]=2)[CH:16]=[CH:17][CH:18]=1. The catalyst class is: 17.